Dataset: Peptide-MHC class II binding affinity with 134,281 pairs from IEDB. Task: Regression. Given a peptide amino acid sequence and an MHC pseudo amino acid sequence, predict their binding affinity value. This is MHC class II binding data. (1) The MHC is DRB3_0301 with pseudo-sequence DRB3_0301. The binding affinity (normalized) is 1.00. The peptide sequence is RTKGTMRASALILIE. (2) The peptide sequence is EYIMKGVYINTALLN. The MHC is DRB1_0405 with pseudo-sequence DRB1_0405. The binding affinity (normalized) is 0.441. (3) The binding affinity (normalized) is 0.223. The MHC is DRB1_1501 with pseudo-sequence DRB1_1501. The peptide sequence is QIRMAKLLGRDPEQS. (4) The peptide sequence is AFKVAATAANAVPAN. The MHC is DRB1_1001 with pseudo-sequence DRB1_1001. The binding affinity (normalized) is 0.929.